Task: Predict which catalyst facilitates the given reaction.. Dataset: Catalyst prediction with 721,799 reactions and 888 catalyst types from USPTO Reactant: [Cl:1]N1C(=O)CCC1=O.[NH2:9][C:10]1[CH:18]=[CH:17][CH:16]=[C:15]2[C:11]=1[C:12]([Cl:26])=[N:13][N:14]2[C:19]([O:21][C:22]([CH3:25])([CH3:24])[CH3:23])=[O:20]. Product: [NH2:9][C:10]1[CH:18]=[CH:17][C:16]([Cl:1])=[C:15]2[C:11]=1[C:12]([Cl:26])=[N:13][N:14]2[C:19]([O:21][C:22]([CH3:23])([CH3:25])[CH3:24])=[O:20]. The catalyst class is: 10.